Dataset: Full USPTO retrosynthesis dataset with 1.9M reactions from patents (1976-2016). Task: Predict the reactants needed to synthesize the given product. Given the product [C:28]1([CH3:37])[CH:33]=[CH:32][C:31]([C@@H:34]([NH:36][C:12](=[O:26])[C@H:13]([CH2:14][CH2:15][C:16]([O:18][CH2:19][C:20]2[CH:21]=[CH:22][CH:23]=[CH:24][CH:25]=2)=[O:17])[NH:9][C:1](=[O:8])[C:2]2[CH:3]=[CH:4][CH:5]=[CH:6][CH:7]=2)[CH3:35])=[CH:30][CH:29]=1, predict the reactants needed to synthesize it. The reactants are: [C:1]([N:9]1[C@@H:13]([CH2:14][CH2:15][C:16]([O:18][CH2:19][C:20]2[CH:25]=[CH:24][CH:23]=[CH:22][CH:21]=2)=[O:17])[C:12](=[O:26])OC1=O)(=[O:8])[C:2]1[CH:7]=[CH:6][CH:5]=[CH:4][CH:3]=1.[C:28]1([CH3:37])[CH:33]=[CH:32][C:31]([C@@H:34]([NH2:36])[CH3:35])=[CH:30][CH:29]=1.CN1CCOCC1.Cl.